From a dataset of Catalyst prediction with 721,799 reactions and 888 catalyst types from USPTO. Predict which catalyst facilitates the given reaction. (1) Reactant: C[N:2](C)[C:3](=[N:5][C:6](=O)[C:7]1[CH:12]=[CH:11][CH:10]=[C:9]([C:13]2[CH:18]=[C:17]([NH:19][CH2:20][CH2:21][C:22]3[CH:27]=[CH:26][C:25]([O:28][CH3:29])=[CH:24][CH:23]=3)[N:16]=[C:15]([O:30][CH3:31])[N:14]=2)[CH:8]=1)[CH3:4].O.[NH2:35]N. Product: [CH3:31][O:30][C:15]1[N:16]=[C:17]([NH:19][CH2:20][CH2:21][C:22]2[CH:23]=[CH:24][C:25]([O:28][CH3:29])=[CH:26][CH:27]=2)[CH:18]=[C:13]([C:9]2[CH:10]=[CH:11][CH:12]=[C:7]([C:6]3[NH:35][N:2]=[C:3]([CH3:4])[N:5]=3)[CH:8]=2)[N:14]=1. The catalyst class is: 15. (2) Reactant: [N+:1]([C:4]1[C:5]([C:13]([O:15][CH3:16])=[O:14])=[N:6][NH:7][C:8]=1[C:9]([O:11][CH3:12])=[O:10])([O-:3])=[O:2].[CH2:17]([O:20][CH2:21][CH2:22]O)[CH2:18][CH3:19].C1(P(C2C=CC=CC=2)C2C=CC=CC=2)C=CC=CC=1.N(C(OC(C)C)=O)=NC(OC(C)C)=O. Product: [N+:1]([C:4]1[C:8]([C:9]([O:11][CH3:12])=[O:10])=[N:7][N:6]([CH2:22][CH2:21][O:20][CH2:17][CH2:18][CH3:19])[C:5]=1[C:13]([O:15][CH3:16])=[O:14])([O-:3])=[O:2]. The catalyst class is: 7. (3) Reactant: [N:1]([C:9]([O:11][CH:12]([CH3:14])[CH3:13])=[O:10])=[N:1][C:9]([O:11][CH:12]([CH3:14])[CH3:13])=[O:10].[C:15]1(P(C2C=CC=CC=2)C2C=CC=CC=2)C=CC=C[CH:16]=1.[C:34](C(CN)O)(OC(C)(C)C)=O.[SH:45][C:46]1[CH:55]=[CH:54][C:49]([C:50]([O:52][CH3:53])=[O:51])=[CH:48][CH:47]=1. Product: [C:12]([O:11][C:9]([NH:1][CH2:15][CH2:16][S:45][C:46]1[CH:47]=[CH:48][C:49]([C:50]([O:52][CH3:53])=[O:51])=[CH:54][CH:55]=1)=[O:10])([CH3:13])([CH3:14])[CH3:34]. The catalyst class is: 1. (4) The catalyst class is: 183. Product: [NH2:10][C:8]1[CH:7]=[CH:6][C:5]([C:13]2[O:17][C:16]([N:18]([CH2:26][CH2:27][CH2:28][N:29]3[CH2:30][CH2:31][CH2:32][CH2:33][CH2:34]3)[C:19](=[O:25])[O:20][C:21]([CH3:23])([CH3:24])[CH3:22])=[N:15][N:14]=2)=[C:4]([O:3][CH2:1][CH3:2])[CH:9]=1. Reactant: [CH2:1]([O:3][C:4]1[CH:9]=[C:8]([N+:10]([O-])=O)[CH:7]=[CH:6][C:5]=1[C:13]1[O:17][C:16]([N:18]([CH2:26][CH2:27][CH2:28][N:29]2[CH2:34][CH2:33][CH2:32][CH2:31][CH2:30]2)[C:19](=[O:25])[O:20][C:21]([CH3:24])([CH3:23])[CH3:22])=[N:15][N:14]=1)[CH3:2]. (5) Reactant: [CH:1]([C:3]1[C:11]2[C:6](=[CH:7][C:8]([C@H:12]3[C@@:14]4([C:22]5[C:17](=[CH:18][CH:19]=[CH:20][CH:21]=5)[NH:16][C:15]4=[O:23])[CH2:13]3)=[CH:9][CH:10]=2)[NH:5][N:4]=1)=[CH2:2].Br[C:25]1[C:26]([CH3:31])=[N:27][CH:28]=[CH:29][CH:30]=1.CCN(C(C)C)C(C)C.CC1C=CC=CC=1P(C1C=CC=CC=1C)C1C=CC=CC=1C. Product: [CH3:31][C:26]1[N:27]=[CH:28][C:29](/[CH:2]=[CH:1]/[C:3]2[C:11]3[C:6](=[CH:7][C:8]([C@H:12]4[C@@:14]5([C:22]6[C:17](=[CH:18][CH:19]=[CH:20][CH:21]=6)[NH:16][C:15]5=[O:23])[CH2:13]4)=[CH:9][CH:10]=3)[NH:5][N:4]=2)=[CH:30][CH:25]=1. The catalyst class is: 416.